From a dataset of Reaction yield outcomes from USPTO patents with 853,638 reactions. Predict the reaction yield, written as a fraction of the theoretical maximum amount of product (1.0 means a 100% yield; for example, 0.34 means a 34% yield). The yield is 0.880. The reactants are [Br:1][C:2]1[CH:3]=[C:4]([NH2:22])[C:5]([NH:17][CH2:18][CH:19]([CH3:21])[CH3:20])=[C:6]([CH:8]([C:11]2[CH:16]=[CH:15][CH:14]=[CH:13][CH:12]=2)[CH:9]=[CH2:10])[CH:7]=1.[F:23][C:24]1[CH:29]=[CH:28][CH:27]=[CH:26][C:25]=1[N:30]=[C:31]=[O:32]. The catalyst is C1COCC1. The product is [Br:1][C:2]1[CH:7]=[C:6]([CH:8]([C:11]2[CH:12]=[CH:13][CH:14]=[CH:15][CH:16]=2)[CH:9]=[CH2:10])[C:5]([NH:17][CH2:18][CH:19]([CH3:20])[CH3:21])=[C:4]([NH:22][C:31]([NH:30][C:25]2[CH:26]=[CH:27][CH:28]=[CH:29][C:24]=2[F:23])=[O:32])[CH:3]=1.